Dataset: Catalyst prediction with 721,799 reactions and 888 catalyst types from USPTO. Task: Predict which catalyst facilitates the given reaction. (1) Reactant: [CH3:1][O:2][C:3]1[CH:4]=[C:5]2[C:9](=[CH:10][CH:11]=1)[NH:8][N:7]=[CH:6]2.[C:12]([O-])(O)=O.[Na+]. Product: [CH3:1][O:2][C:3]1[CH:11]=[CH:10][C:9]2[C:5](=[CH:6][N:7]([CH3:12])[N:8]=2)[CH:4]=1. The catalyst class is: 13. (2) Reactant: [CH3:1][C@@:2]([C:11]([OH:13])=O)([CH2:4][C:5]1[CH:10]=[CH:9][CH:8]=[CH:7][CH:6]=1)[NH2:3].Cl.[O-:15][C:16]#[N:17].[K+]. Product: [CH2:4]([C@:2]1([CH3:1])[NH:3][C:16](=[O:15])[NH:17][C:11]1=[O:13])[C:5]1[CH:10]=[CH:9][CH:8]=[CH:7][CH:6]=1. The catalyst class is: 6. (3) Reactant: O.[F:2][C:3]1[CH:8]=[CH:7][C:6]([C@@H:9]2[CH2:14][CH2:13][NH:12][CH2:11][C@H:10]2[CH2:15][OH:16])=[CH:5][CH:4]=1.[C:17]([OH:26])(=[O:25])[C@@H:18]([C@H:20]([C:22]([OH:24])=[O:23])[OH:21])[OH:19].CO. Product: [C:22]([C@@H:20]([C@H:18]([C:17]([O-:26])=[O:25])[OH:19])[OH:21])([O-:24])=[O:23].[F:2][C:3]1[CH:8]=[CH:7][C:6]([C@@H:9]2[CH2:14][CH2:13][NH:12][CH2:11][C@H:10]2[CH2:15][OH:16])=[CH:5][CH:4]=1. The catalyst class is: 32. (4) Reactant: [C:1]([O:5][C:6]([N-:8][S:9](N1C=CC(=[N+](C)C)C=C1)(=[O:11])=[O:10])=[O:7])([CH3:4])([CH3:3])[CH3:2].[CH3:21][O:22][C:23](=[O:37])[CH2:24][CH2:25][CH2:26][CH2:27][CH2:28][CH2:29][CH2:30][CH2:31][CH2:32][CH2:33][CH2:34][NH:35][CH3:36].CCN(C(C)C)C(C)C. Product: [C:1]([O:5][C:6]([NH:8][S:9]([N:35]([CH3:36])[CH2:34][CH2:33][CH2:32][CH2:31][CH2:30][CH2:29][CH2:28][CH2:27][CH2:26][CH2:25][CH2:24][C:23]([O:22][CH3:21])=[O:37])(=[O:11])=[O:10])=[O:7])([CH3:4])([CH3:2])[CH3:3]. The catalyst class is: 2.